From a dataset of Forward reaction prediction with 1.9M reactions from USPTO patents (1976-2016). Predict the product of the given reaction. (1) Given the reactants [Br:1][C:2]1[C:10]([CH:11]([CH3:13])[CH3:12])=[CH:9][CH:8]=[C:7]2[C:3]=1[CH:4]=[N:5][NH:6]2.[H-].[Na+].I[CH3:17], predict the reaction product. The product is: [Br:1][C:2]1[C:10]([CH:11]([CH3:13])[CH3:12])=[CH:9][CH:8]=[C:7]2[C:3]=1[CH:4]=[N:5][N:6]2[CH3:17]. (2) Given the reactants [Br:1][C:2]1[CH:3]=[N:4][C:5]2[N:6]([N:8]=[C:9]([C:11]([OH:13])=O)[CH:10]=2)[CH:7]=1.[CH3:14][O:15][C:16]1[CH:17]=[CH:18][CH:19]=[C:20]2[C:25]=1[N:24]([CH3:26])[NH:23][CH2:22][CH2:21]2, predict the reaction product. The product is: [Br:1][C:2]1[CH:3]=[N:4][C:5]2[N:6]([N:8]=[C:9]([C:11]([N:23]3[CH2:22][CH2:21][C:20]4[C:25](=[C:16]([O:15][CH3:14])[CH:17]=[CH:18][CH:19]=4)[N:24]3[CH3:26])=[O:13])[CH:10]=2)[CH:7]=1. (3) Given the reactants [N+:1]([C:4]1[CH:5]=[C:6]([CH:9]=[CH:10][C:11]=1[S:12][C:13]1[CH:18]=[CH:17][CH:16]=[CH:15][CH:14]=1)[C:7]#[N:8])([O-])=O.[C:19]([O:23][C:24](O[C:24]([O:23][C:19]([CH3:22])([CH3:21])[CH3:20])=[O:25])=[O:25])([CH3:22])([CH3:21])[CH3:20], predict the reaction product. The product is: [NH2:1][C:4]1[CH:5]=[C:6]([CH:9]=[CH:10][C:11]=1[S:12][C:13]1[CH:18]=[CH:17][CH:16]=[CH:15][CH:14]=1)[CH2:7][NH:8][C:24](=[O:25])[O:23][C:19]([CH3:22])([CH3:21])[CH3:20]. (4) The product is: [OH:19][C:17]([CH3:18])(/[CH:16]=[CH:15]/[C:9]1[CH:14]=[CH:13][CH:12]=[CH:11][CH:10]=1)[CH2:3][C:4]([O:6][CH2:7][CH3:8])=[O:5]. Given the reactants Br[Zn][CH2:3][C:4]([O:6][CH2:7][CH3:8])=[O:5].[C:9]1(/[CH:15]=[CH:16]/[C:17](=[O:19])[CH3:18])[CH:14]=[CH:13][CH:12]=[CH:11][CH:10]=1.Cl.C(OCC)(=O)C, predict the reaction product. (5) Given the reactants Cl.[NH2:2][OH:3].[CH3:4][O:5][CH2:6][CH2:7][O:8][C:9]1[CH:14]=[CH:13][C:12]([C:15](=O)[CH2:16][CH3:17])=[CH:11][CH:10]=1.N1C=CC=CC=1, predict the reaction product. The product is: [CH3:4][O:5][CH2:6][CH2:7][O:8][C:9]1[CH:14]=[CH:13][C:12]([C:15](=[N:2][OH:3])[CH2:16][CH3:17])=[CH:11][CH:10]=1. (6) Given the reactants [ClH:1].[NH:2]([CH:4]1[CH2:9][CH2:8][O:7][CH:6]([CH3:10])[CH2:5]1)N.C(O)C.[OH-].[Na+].Cl, predict the reaction product. The product is: [ClH:1].[NH2:2][CH:4]1[CH2:9][CH2:8][O:7][CH:6]([CH3:10])[CH2:5]1. (7) Given the reactants [Br:1][C:2]1[CH:3]=[C:4]([C:8]([C:10]([C:12]2[CH:17]=[CH:16][CH:15]=[CH:14]C=2)=O)=O)[CH:5]=[CH:6][CH:7]=1.[CH3:18][NH:19][C:20]([NH2:22])=[S:21].[OH-:23].[K+].Cl.[CH3:26]S(C)=O, predict the reaction product. The product is: [Br:1][C:2]1[CH:3]=[C:4]([C:8]2([C:10]3[CH:12]=[CH:17][CH:16]=[CH:15][CH:14]=3)[NH:22][C:20](=[S:21])[N:19]([CH3:26])[C:18]2=[O:23])[CH:5]=[CH:6][CH:7]=1.